From a dataset of Forward reaction prediction with 1.9M reactions from USPTO patents (1976-2016). Predict the product of the given reaction. Given the reactants [NH2:1][C:2]1[C:7]([C:8]#[N:9])=[C:6]([C:10]2[CH:15]=[CH:14][C:13]([OH:16])=[CH:12][CH:11]=2)[C:5]([C:17]#[N:18])=[C:4]([S:19][CH2:20][CH2:21][NH2:22])[N:3]=1.[CH2:23]([N:25]=[C:26]=[O:27])C, predict the reaction product. The product is: [NH2:1][C:2]1[N:3]=[C:4]([S:19][CH2:20][CH2:21][NH:22][C:26]([NH:25][CH3:23])=[O:27])[C:5]([C:17]#[N:18])=[C:6]([C:10]2[CH:11]=[CH:12][C:13]([OH:16])=[CH:14][CH:15]=2)[C:7]=1[C:8]#[N:9].